From a dataset of NCI-60 drug combinations with 297,098 pairs across 59 cell lines. Regression. Given two drug SMILES strings and cell line genomic features, predict the synergy score measuring deviation from expected non-interaction effect. Drug 1: COC1=C(C=C2C(=C1)N=CN=C2NC3=CC(=C(C=C3)F)Cl)OCCCN4CCOCC4. Drug 2: CS(=O)(=O)CCNCC1=CC=C(O1)C2=CC3=C(C=C2)N=CN=C3NC4=CC(=C(C=C4)OCC5=CC(=CC=C5)F)Cl. Cell line: SR. Synergy scores: CSS=27.2, Synergy_ZIP=3.11, Synergy_Bliss=5.45, Synergy_Loewe=-2.40, Synergy_HSA=5.11.